From a dataset of Forward reaction prediction with 1.9M reactions from USPTO patents (1976-2016). Predict the product of the given reaction. Given the reactants [CH3:1][C:2]1[N:7]=[C:6]([C:8]([O:10][CH3:11])=[O:9])[C:5](C(O)=O)=[CH:4][CH:3]=1.CC[N:17]([CH:21](C)C)C(C)C.P(N=[N+]=[N-])(OC1C=CC=CC=1)(OC1C=CC=CC=1)=[O:25].[CH3:43][C:44]([OH:47])([CH3:46])[CH3:45], predict the reaction product. The product is: [CH3:43][C:44]([O:47][C:21]([NH:17][C:5]1[C:6]([C:8]([O:10][CH3:11])=[O:9])=[N:7][C:2]([CH3:1])=[CH:3][CH:4]=1)=[O:25])([CH3:46])[CH3:45].